The task is: Predict the reactants needed to synthesize the given product.. This data is from Full USPTO retrosynthesis dataset with 1.9M reactions from patents (1976-2016). (1) The reactants are: [Cl:1][C:2]1[N:3]([CH2:11]O)[N:4]=[C:5]2[C:10]=1[CH:9]=[CH:8][CH:7]=[CH:6]2.O=S(Cl)[Cl:15]. Given the product [Cl:1][C:2]1[N:3]([CH2:11][Cl:15])[N:4]=[C:5]2[C:10]=1[CH:9]=[CH:8][CH:7]=[CH:6]2.[ClH:1], predict the reactants needed to synthesize it. (2) Given the product [C:38]1([CH2:37][C@@H:17]([NH2:16])[CH2:18][NH:19][C:20]2[C:21]3[CH:35]=[CH:34][N:33]=[C:32]([S:9][C:3]4[CH:8]=[CH:7][CH:6]=[CH:5][CH:4]=4)[C:22]=3[N:23]=[C:24]([C:26]3[CH:31]=[CH:30][N:29]=[CH:28][CH:27]=3)[N:25]=2)[CH:43]=[CH:42][CH:41]=[CH:40][CH:39]=1, predict the reactants needed to synthesize it. The reactants are: [H-].[Na+].[C:3]1([SH:9])[CH:8]=[CH:7][CH:6]=[CH:5][CH:4]=1.C(OC(=O)[NH:16][C@@H:17]([CH2:37][C:38]1[CH:43]=[CH:42][CH:41]=[CH:40][CH:39]=1)[CH2:18][NH:19][C:20]1[C:21]2[CH:35]=[CH:34][N:33]=[C:32](Cl)[C:22]=2[N:23]=[C:24]([C:26]2[CH:31]=[CH:30][N:29]=[CH:28][CH:27]=2)[N:25]=1)(C)(C)C.O. (3) Given the product [Br:3][C:4]1[CH:5]=[C:6]([CH2:7][OH:8])[CH:9]=[CH:10][CH:11]=1, predict the reactants needed to synthesize it. The reactants are: [BH4-].[Na+].[Br:3][C:4]1[CH:5]=[C:6]([CH:9]=[CH:10][CH:11]=1)[CH:7]=[O:8]. (4) Given the product [F:30][C:24]1[CH:25]=[CH:26][C:27]([F:29])=[CH:28][C:23]=1[C:21]1[C:12]([C:11]#[CH:15])=[N:8][C:9]([CH:14]2[CH2:15][CH:11]3[NH:10][C:9](=[O:20])[NH:8][CH:12]3[CH2:13]2)=[N:10][CH:22]=1, predict the reactants needed to synthesize it. The reactants are: BrC1C=NC([N:8]2[CH:12]3[CH2:13][CH2:14][CH2:15][CH:11]3[N:10](CCOC)[C:9]2=[O:20])=NC=1.[C:21]([C:23]1[CH:28]=[C:27]([F:29])[CH:26]=[CH:25][C:24]=1[F:30])#[CH:22]. (5) The reactants are: [OH-].[Na+].[CH2:3]([NH:10][C:11](=[O:38])[N:12]([C:14]1[CH:15]=[C:16]([C:20]2[CH:25]=[CH:24][C:23]([CH2:26][CH2:27][C:28]([O:30]C)=[O:29])=[CH:22][C:21]=2[O:32][CH2:33][CH2:34][CH:35]([CH3:37])[CH3:36])[CH:17]=[CH:18][CH:19]=1)[CH3:13])[CH2:4][CH2:5][CH2:6][CH2:7][CH2:8][CH3:9]. Given the product [CH2:3]([NH:10][C:11](=[O:38])[N:12]([C:14]1[CH:15]=[C:16]([C:20]2[CH:25]=[CH:24][C:23]([CH2:26][CH2:27][C:28]([OH:30])=[O:29])=[CH:22][C:21]=2[O:32][CH2:33][CH2:34][CH:35]([CH3:37])[CH3:36])[CH:17]=[CH:18][CH:19]=1)[CH3:13])[CH2:4][CH2:5][CH2:6][CH2:7][CH2:8][CH3:9], predict the reactants needed to synthesize it. (6) Given the product [ClH:6].[F:1][C:2]1[CH:10]=[CH:9][CH:8]=[C:7]([F:11])[C:3]=1[C:4]([NH:26][C:22]1[CH:23]=[CH:24][CH:25]=[C:20]([O:19][CH:16]2[CH2:17][CH2:18][N:13]([CH3:12])[CH2:14][CH2:15]2)[CH:21]=1)=[O:5], predict the reactants needed to synthesize it. The reactants are: [F:1][C:2]1[CH:10]=[CH:9][CH:8]=[C:7]([F:11])[C:3]=1[C:4]([Cl:6])=[O:5].[CH3:12][N:13]1[CH2:18][CH2:17][CH:16]([O:19][C:20]2[CH:21]=[C:22]([NH2:26])[CH:23]=[CH:24][CH:25]=2)[CH2:15][CH2:14]1. (7) Given the product [CH3:17][N:11]1[C:12]2[CH:13]=[C:5]3[O:4][CH2:3][CH2:2][O:1][C:6]3=[CH:7][C:8]=2[C:9](=[O:15])[C:10]1=[O:14], predict the reactants needed to synthesize it. The reactants are: [O:1]1[C:6]2=[CH:7][C:8]3[C:9](=[O:15])[C:10](=[O:14])[NH:11][C:12]=3[CH:13]=[C:5]2[O:4][CH2:3][CH2:2]1.Br[C:17]1C=CC=C2C=1C(=O)C(=O)N2.